Dataset: Forward reaction prediction with 1.9M reactions from USPTO patents (1976-2016). Task: Predict the product of the given reaction. (1) Given the reactants C(N(CC)CC)C.[N+:8]([C:11]1[CH:16]=[CH:15][CH:14]=[CH:13][C:12]=1[CH2:17][C:18](=[O:22])[C:19]([OH:21])=[O:20])([O-:10])=[O:9].C(O)=O, predict the reaction product. The product is: [OH:22][C@@H:18]([CH2:17][C:12]1[CH:13]=[CH:14][CH:15]=[CH:16][C:11]=1[N+:8]([O-:10])=[O:9])[C:19]([OH:21])=[O:20]. (2) Given the reactants [N:1]1[CH:6]=[CH:5][CH:4]=[C:3]([CH2:7][C:8]([O:10][CH2:11][CH3:12])=[O:9])[N:2]=1.[N:13]([O-])=[O:14].[Na+], predict the reaction product. The product is: [OH:14]/[N:13]=[C:7](\[C:3]1[N:2]=[N:1][CH:6]=[CH:5][CH:4]=1)/[C:8]([O:10][CH2:11][CH3:12])=[O:9].